Dataset: Full USPTO retrosynthesis dataset with 1.9M reactions from patents (1976-2016). Task: Predict the reactants needed to synthesize the given product. (1) Given the product [CH2:58]([O:53][CH:54]=[CH:55][O:56][CH:6]=[CH:10][O:11][CH2:12][CH3:13])[CH3:57], predict the reactants needed to synthesize it. The reactants are: BrC1C2N3CCN(C)C(=O)C3=[C:10]([O:11][CH2:12][C:13]3C=CC=CC=3)[C:6]=2C(=O)N(CC2C=CC(F)=C(Cl)C=2)N=1.C([Sn](CCCC)(CCCC)C(OCC)=C)CCC.[O:53]1[CH2:58][CH2:57][O:56][CH2:55][CH2:54]1. (2) Given the product [F:19][C:18]1[C:13]2[CH2:12][N:11]([C@H:7]([CH:8]([CH3:10])[CH3:9])[C:6]([O:5][C:1]([CH3:4])([CH3:3])[CH3:2])=[O:36])[C:23](=[O:25])[C:22]3=[CH:21][N:20]([S:26]([C:29]4[CH:30]=[CH:31][C:32]([CH3:33])=[CH:34][CH:35]=4)(=[O:28])=[O:27])[C:15]([C:14]=23)=[N:16][CH:17]=1, predict the reactants needed to synthesize it. The reactants are: [C:1]([O:5][C:6](=[O:36])[C@H:7]([NH:11][CH2:12][C:13]1[C:18]([F:19])=[CH:17][N:16]=[C:15]2[N:20]([S:26]([C:29]3[CH:35]=[CH:34][C:32]([CH3:33])=[CH:31][CH:30]=3)(=[O:28])=[O:27])[CH:21]=[C:22]([C:23]([OH:25])=O)[C:14]=12)[CH:8]([CH3:10])[CH3:9])([CH3:4])([CH3:3])[CH3:2].CN(C(ON1N=NC2C=CC=NC1=2)=[N+](C)C)C.F[P-](F)(F)(F)(F)F.CN1CCOCC1. (3) The reactants are: [NH2:1][C:2]1[CH:3]=[C:4]([CH2:12][CH2:13][N:14]2[C:22](=[O:23])[C:21]3[C:16](=[CH:17][CH:18]=[CH:19][CH:20]=3)[C:15]2=[O:24])[CH:5]=[C:6]([C:8]([F:11])([F:10])[F:9])[CH:7]=1.[C:25](O[C:25]([O:27][C:28]([CH3:31])([CH3:30])[CH3:29])=[O:26])([O:27][C:28]([CH3:31])([CH3:30])[CH3:29])=[O:26]. Given the product [O:24]=[C:15]1[C:16]2[C:21](=[CH:20][CH:19]=[CH:18][CH:17]=2)[C:22](=[O:23])[N:14]1[CH2:13][CH2:12][C:4]1[CH:3]=[C:2]([NH:1][C:25](=[O:26])[O:27][C:28]([CH3:31])([CH3:30])[CH3:29])[CH:7]=[C:6]([C:8]([F:9])([F:10])[F:11])[CH:5]=1, predict the reactants needed to synthesize it. (4) Given the product [F:20][C:21]1[CH:27]=[CH:26][C:24]([NH:25][C:2]2[CH:11]=[C:10]([O:12][CH3:13])[CH:9]=[CH:8][C:3]=2[C:4]([O:6][CH3:7])=[O:5])=[CH:23][CH:22]=1, predict the reactants needed to synthesize it. The reactants are: I[C:2]1[CH:11]=[C:10]([O:12][CH3:13])[CH:9]=[CH:8][C:3]=1[C:4]([O:6][CH3:7])=[O:5].C(=O)([O-])[O-].[Cs+].[Cs+].[F:20][C:21]1[CH:27]=[CH:26][C:24]([NH2:25])=[CH:23][CH:22]=1. (5) Given the product [Br:22][CH2:14][C:11]1[CH:10]=[CH:9][C:8]([C:2]([CH3:1])([CH3:7])[C:3]([O:5][CH3:6])=[O:4])=[CH:13][CH:12]=1, predict the reactants needed to synthesize it. The reactants are: [CH3:1][C:2]([C:8]1[CH:13]=[CH:12][C:11]([CH3:14])=[CH:10][CH:9]=1)([CH3:7])[C:3]([O:5][CH3:6])=[O:4].C1C(=O)N([Br:22])C(=O)C1. (6) Given the product [Cl:1][C:2]1[CH:7]=[CH:6][C:5]([I:8])=[CH:4][C:3]=1[C:9]([C:11]1[CH:16]=[CH:15][C:14]([O:18][C@H:19]2[CH2:23][CH2:22][O:21][CH2:20]2)=[CH:13][CH:12]=1)=[O:10], predict the reactants needed to synthesize it. The reactants are: [Cl:1][C:2]1[CH:7]=[CH:6][C:5]([I:8])=[CH:4][C:3]=1[C:9]([C:11]1[CH:16]=[CH:15][C:14](F)=[CH:13][CH:12]=1)=[O:10].[OH:18][C@H:19]1[CH2:23][CH2:22][O:21][CH2:20]1.CC(C)([O-])C.[K+].